This data is from Catalyst prediction with 721,799 reactions and 888 catalyst types from USPTO. The task is: Predict which catalyst facilitates the given reaction. (1) Reactant: [C:1](Cl)(=O)[C:2]([Cl:4])=[O:3].[Cl:7][C:8]1[N:13]=[CH:12][N:11]=[C:10]([O:14][C:15]2[CH:16]=[C:17]3[C:22](=[CH:23][CH:24]=2)C(C(O)=O)=[CH:20][CH:19]=[CH:18]3)[CH:9]=1.CN(C=O)C. Product: [Cl:7][C:8]1[N:13]=[CH:12][N:11]=[C:10]([O:14][C:15]2[CH:16]=[C:17]3[C:22](=[CH:23][CH:24]=2)[C:1]([C:2]([Cl:4])=[O:3])=[CH:20][CH:19]=[CH:18]3)[CH:9]=1. The catalyst class is: 2. (2) Reactant: C(OC([NH:8][C:9]1[NH:35][CH2:34][C:33]2[CH:36]=[C:37]([Cl:38])[C:30](=[C:31]([Cl:39])[CH:32]=2)[NH:29][C:28](=[O:40])[CH2:27][N:26](C(OC(C)(C)C)=O)[CH2:25][CH:24]=[CH:23][CH2:22][O:21][C:20]2[CH:48]=[CH:49][C:17](=[CH:18][CH:19]=2)[C:16]2[C:12](=[C:13]([CH3:50])[O:14][N:15]=2)[C:11](=[O:51])[N:10]=1)=O)(C)(C)C.[C:52]([OH:58])([C:54]([F:57])([F:56])[F:55])=[O:53]. Product: [NH2:8][C:9]1[NH:35][CH2:34][C:33]2[CH:32]=[C:31]([Cl:39])[C:30](=[C:37]([Cl:38])[CH:36]=2)[NH:29][C:28](=[O:40])[CH2:27][NH:26][CH2:25][CH:24]=[CH:23][CH2:22][O:21][C:20]2[CH:19]=[CH:18][C:17](=[CH:49][CH:48]=2)[C:16]2[C:12](=[C:13]([CH3:50])[O:14][N:15]=2)[C:11](=[O:51])[N:10]=1.[C:52]([OH:58])([C:54]([F:57])([F:56])[F:55])=[O:53]. The catalyst class is: 2. (3) Reactant: [Br:1][C:2]1[CH:3]=[C:4]2[C:9](=[O:10])[O:8][C:6](=O)[C:5]2=[CH:11][CH:12]=1.[CH2:13]([NH:18][CH2:19]C(OCC)=O)[C:14]([CH3:17])([CH3:16])[CH3:15].Cl.[C:26](=[O:29])([O-])[O-:27].[K+].[K+].CI.[O-][CH2:35]C.[Na+].C(O)C.O1[CH2:45][CH2:44][CH2:43]C1. Product: [Br:1][C:2]1[CH:3]=[C:4]2[C:5]([C:6]([OH:8])=[C:19]([C:26]([O:27][C:44]([CH3:43])([CH3:45])[CH3:35])=[O:29])[N:18]([CH2:13][C:14]([CH3:15])([CH3:16])[CH3:17])[C:9]2=[O:10])=[CH:11][CH:12]=1. The catalyst class is: 6. (4) The catalyst class is: 6. Product: [N:10]1[CH:11]=[CH:12][CH:13]=[CH:14][C:9]=1[C:5]1[CH:4]=[C:3]([OH:2])[CH:8]=[CH:7][CH:6]=1. Reactant: C[O:2][C:3]1[CH:4]=[C:5]([C:9]2[CH:14]=[CH:13][CH:12]=[CH:11][N:10]=2)[CH:6]=[CH:7][CH:8]=1.Cl.N1C=CC=CC=1.[OH-].[Na+].